Dataset: Catalyst prediction with 721,799 reactions and 888 catalyst types from USPTO. Task: Predict which catalyst facilitates the given reaction. (1) Reactant: CC1C=CC(S([O:11][CH2:12][CH2:13][O:14][CH2:15][CH2:16][O:17][CH2:18][CH2:19][O:20][CH2:21][CH2:22][O:23][CH2:24][CH2:25][O:26][CH2:27][CH2:28][O:29][CH:30]2[CH2:35][CH2:34][CH2:33][CH2:32][O:31]2)(=O)=O)=CC=1.C([O-])([O-])=O.[K+].[K+].[N+:42]([C:45]1[CH:50]=[CH:49][C:48](O)=[CH:47][CH:46]=1)([O-:44])=[O:43]. Product: [N+:42]([C:45]1[CH:50]=[CH:49][C:48]([O:11][CH2:12][CH2:13][O:14][CH2:15][CH2:16][O:17][CH2:18][CH2:19][O:20][CH2:21][CH2:22][O:23][CH2:24][CH2:25][O:26][CH2:27][CH2:28][O:29][CH:30]2[CH2:35][CH2:34][CH2:33][CH2:32][O:31]2)=[CH:47][CH:46]=1)([O-:44])=[O:43]. The catalyst class is: 18. (2) Reactant: [CH3:1][C:2]1[C:3]([N+:13]([O-])=O)=[C:4]([C:8]2[NH:9][CH:10]=[CH:11][N:12]=2)[CH:5]=[CH:6][CH:7]=1. Product: [NH:9]1[CH:10]=[CH:11][N:12]=[C:8]1[C:4]1[CH:5]=[CH:6][CH:7]=[C:2]([CH3:1])[C:3]=1[NH2:13]. The catalyst class is: 421. (3) Reactant: [Cl:1][C:2]1[CH:7]=[CH:6][C:5]([C:8]2[CH2:9][CH2:10][NH:11][CH2:12][CH:13]=2)=[CH:4][CH:3]=1.C(N(CC)CC)C.[C:21](O[C:21]([O:23][C:24]([CH3:27])([CH3:26])[CH3:25])=[O:22])([O:23][C:24]([CH3:27])([CH3:26])[CH3:25])=[O:22]. Product: [Cl:1][C:2]1[CH:7]=[CH:6][C:5]([C:8]2[CH2:13][CH2:12][N:11]([C:21]([O:23][C:24]([CH3:27])([CH3:26])[CH3:25])=[O:22])[CH2:10][CH:9]=2)=[CH:4][CH:3]=1. The catalyst class is: 9. (4) Reactant: C1(C(C2C=CC=CC=2)C2C=CC=CC=2)C=CC=CC=1.[CH2:20]([C@H:27]1[CH2:31][O:30][C:29](=[O:32])[NH:28]1)[C:21]1[CH:26]=[CH:25][CH:24]=[CH:23][CH:22]=1.C([Li])CCC.[CH3:38][CH:39]([CH3:44])[CH2:40][C:41](Cl)=[O:42].C(=O)(O)[O-].[Na+]. Product: [CH2:20]([C@H:27]1[CH2:31][O:30][C:29](=[O:32])[N:28]1[C:41](=[O:42])[CH2:40][CH:39]([CH3:44])[CH3:38])[C:21]1[CH:22]=[CH:23][CH:24]=[CH:25][CH:26]=1. The catalyst class is: 217. (5) Reactant: [C:1]([C:8]1[CH:15]=[CH:14][C:11]([CH:12]=O)=[CH:10][CH:9]=1)(=[O:7])[CH2:2][CH2:3][CH2:4][CH2:5][CH3:6].[NH:16]1[CH2:19][CH:18]([C:20]([OH:22])=[O:21])[CH2:17]1.CC(O)=O.[BH3-]C#N.[Na+]. Product: [C:1]([C:8]1[CH:15]=[CH:14][C:11]([CH2:12][N:16]2[CH2:19][CH:18]([C:20]([OH:22])=[O:21])[CH2:17]2)=[CH:10][CH:9]=1)(=[O:7])[CH2:2][CH2:3][CH2:4][CH2:5][CH3:6]. The catalyst class is: 5. (6) Reactant: Cl[CH2:2][CH2:3][N:4]1[C:12]2[C:7](=[N:8][C:9]([O:15][CH3:16])=[C:10]([O:13][CH3:14])[CH:11]=2)[C:6]([C:17]2[N:26]([S:27]([C:30]3[CH:35]=[CH:34][C:33]([CH3:36])=[CH:32][CH:31]=3)(=[O:29])=[O:28])[C:20]3=[N:21][CH:22]=[CH:23][C:24]([Cl:25])=[C:19]3[CH:18]=2)=[CH:5]1.[Na+].[I-:38]. Product: [Cl:25][C:24]1[CH:23]=[CH:22][N:21]=[C:20]2[N:26]([S:27]([C:30]3[CH:31]=[CH:32][C:33]([CH3:36])=[CH:34][CH:35]=3)(=[O:29])=[O:28])[C:17]([C:6]3[C:7]4=[N:8][C:9]([O:15][CH3:16])=[C:10]([O:13][CH3:14])[CH:11]=[C:12]4[N:4]([CH2:3][CH2:2][I:38])[CH:5]=3)=[CH:18][C:19]=12. The catalyst class is: 131.